Dataset: Full USPTO retrosynthesis dataset with 1.9M reactions from patents (1976-2016). Task: Predict the reactants needed to synthesize the given product. Given the product [Br:15][C:12]1[CH:13]=[CH:14][C:9]([C:2]([CH3:8])([CH3:1])[C@@H:3]([C:4]([OH:6])=[O:5])[NH:17][CH3:16])=[CH:10][CH:11]=1, predict the reactants needed to synthesize it. The reactants are: [CH3:1][C:2]([C:9]1[CH:14]=[CH:13][C:12]([Br:15])=[CH:11][CH:10]=1)([CH3:8])[C:3](=O)[C:4]([OH:6])=[O:5].[CH3:16][NH2:17].C([O-])(=O)C(C)=O.CO.